From a dataset of Full USPTO retrosynthesis dataset with 1.9M reactions from patents (1976-2016). Predict the reactants needed to synthesize the given product. Given the product [CH3:18][C:10]1[CH:11]=[C:12]([C:13]([N:5]2[CH2:6][CH2:7][N:2]([CH3:1])[CH2:3][CH2:4]2)=[O:15])[CH:16]=[CH:17][C:9]=1[NH2:8], predict the reactants needed to synthesize it. The reactants are: [CH3:1][N:2]1[CH2:7][CH2:6][NH:5][CH2:4][CH2:3]1.[NH2:8][C:9]1[CH:17]=[CH:16][C:12]([C:13]([OH:15])=O)=[CH:11][C:10]=1[CH3:18].